Predict the reaction yield, written as a fraction of the theoretical maximum amount of product (1.0 means a 100% yield; for example, 0.34 means a 34% yield). From a dataset of Reaction yield outcomes from USPTO patents with 853,638 reactions. (1) The reactants are [CH3:1][C:2]1[S:3][CH:4]=[CH:5][C:6]=1[C:7]#[N:8].[Br:9]N1C(=O)CCC1=O.C(OOC(=O)C1C=CC=CC=1)(=O)C1C=CC=CC=1. The catalyst is C1C=CC=CC=1.CCOC(C)=O. The product is [Br:9][CH2:1][C:2]1[S:3][CH:4]=[CH:5][C:6]=1[C:7]#[N:8]. The yield is 0.460. (2) The reactants are [CH:1]1([C:4]([N:6]2[CH2:11][CH2:10][N:9]([C:12]([C:14]3[CH:21]=[CH:20][C:17](C=O)=[CH:16][CH:15]=3)=[O:13])[CH2:8][CH2:7]2)=[O:5])[CH2:3][CH2:2]1.[CH:22](=[N:29]/[C:30]1[CH:38]=[CH:37][CH:36]=C2C=1COC2=O)\[C:23]1[CH:28]=[CH:27][CH:26]=[CH:25][CH:24]=1.[CH3:40][O-:41].[Na+].[CH3:43]O.[C:45]([O:49][CH2:50]C)(=[O:48])[CH2:46][CH3:47]. No catalyst specified. The product is [CH:1]1([C:4]([N:6]2[CH2:7][CH2:8][N:9]([C:12]([C:14]3[CH:15]=[CH:16][C:17]([CH:43]4[C:40](=[O:41])[C:47]5[C:46]([C:45]([O:49][CH3:50])=[O:48])=[CH:36][CH:37]=[CH:38][C:30]=5[NH:29][CH:22]4[C:23]4[CH:24]=[CH:25][CH:26]=[CH:27][CH:28]=4)=[CH:20][CH:21]=3)=[O:13])[CH2:10][CH2:11]2)=[O:5])[CH2:3][CH2:2]1. The yield is 0.110. (3) The reactants are [Cl:1][C:2]1[CH:3]=[C:4]([C:11]2[CH:12]=[C:13]3[C:18](=[CH:19][CH:20]=2)[N:17]=[CH:16][C:15]([C:21]([CH:23]2[CH2:25][CH2:24]2)=[O:22])=[C:14]3[N:26]2[CH2:42][CH2:41][C:29]3([CH2:33][N:32](C(OC(C)(C)C)=O)[CH2:31][CH2:30]3)[CH2:28][CH2:27]2)[CH:5]=[C:6]([O:9][CH3:10])[C:7]=1[OH:8].C(O)(C(F)(F)F)=O. No catalyst specified. The product is [Cl:1][C:2]1[CH:3]=[C:4]([C:11]2[CH:12]=[C:13]3[C:18](=[CH:19][CH:20]=2)[N:17]=[CH:16][C:15]([C:21]([CH:23]2[CH2:24][CH2:25]2)=[O:22])=[C:14]3[N:26]2[CH2:42][CH2:41][C:29]3([CH2:33][NH:32][CH2:31][CH2:30]3)[CH2:28][CH2:27]2)[CH:5]=[C:6]([O:9][CH3:10])[C:7]=1[OH:8]. The yield is 0.380. (4) The reactants are [Cl:1][C:2]1[CH:30]=[CH:29][C:5]([CH2:6][NH:7][C:8]([C:10]2[CH:11]=[N:12][C:13]3[C:18]([C:19]=2[OH:20])=[CH:17][C:16]([CH2:21][CH:22]2[CH2:27][CH2:26][O:25][CH2:24][CH2:23]2)=[CH:15][C:14]=3[I:28])=[O:9])=[CH:4][CH:3]=1.[C:31]([O-])([O-])=O.[K+].[K+].CI.O. The catalyst is CN(C=O)C. The product is [Cl:1][C:2]1[CH:3]=[CH:4][C:5]([CH2:6][NH:7][C:8]([C:10]2[C:19](=[O:20])[C:18]3[C:13](=[C:14]([I:28])[CH:15]=[C:16]([CH2:21][CH:22]4[CH2:27][CH2:26][O:25][CH2:24][CH2:23]4)[CH:17]=3)[N:12]([CH3:31])[CH:11]=2)=[O:9])=[CH:29][CH:30]=1. The yield is 0.480. (5) The reactants are [NH2:1][C:2]1[CH:23]=[CH:22][C:5]([O:6][C:7]2[CH:8]=[CH:9][C:10]3[N:11]([CH:13]=[C:14]([NH:16][C:17]([CH:19]4[CH2:21][CH2:20]4)=[O:18])[N:15]=3)[CH:12]=2)=[C:4]([F:24])[CH:3]=1.[F:25][C:26]1[CH:31]=[C:30]([F:32])[CH:29]=[CH:28][C:27]=1[N:33]1[C:38]([CH3:39])=[CH:37][CH:36]=[C:35]([C:40](O)=[O:41])[C:34]1=[O:43].C(N(CC)C(C)C)(C)C.CN(C(ON1N=NC2C=CC=NC1=2)=[N+](C)C)C.F[P-](F)(F)(F)(F)F. The catalyst is CN(C)C=O. The product is [CH:19]1([C:17]([NH:16][C:14]2[N:15]=[C:10]3[CH:9]=[CH:8][C:7]([O:6][C:5]4[CH:22]=[CH:23][C:2]([NH:1][C:40]([C:35]5[C:34](=[O:43])[N:33]([C:27]6[CH:28]=[CH:29][C:30]([F:32])=[CH:31][C:26]=6[F:25])[C:38]([CH3:39])=[CH:37][CH:36]=5)=[O:41])=[CH:3][C:4]=4[F:24])=[CH:12][N:11]3[CH:13]=2)=[O:18])[CH2:21][CH2:20]1. The yield is 0.660. (6) The reactants are [C:1]([O:5][C:6]([N:8]1[CH2:13][CH2:12][N:11]([C:14]([C:16]2[C:17]3[C:25]([CH:26]=[CH2:27])=[N:24][N:23]([CH:28]4[CH2:33][CH2:32][CH2:31][CH2:30][O:29]4)[C:18]=3[N:19]=[C:20]([Cl:22])[CH:21]=2)=[O:15])[CH2:10][CH2:9]1)=[O:7])([CH3:4])([CH3:3])[CH3:2].I[C:35]1[CH:36]=[C:37]([CH:42]=[CH:43][CH:44]=1)[CH2:38][N:39]([CH3:41])[CH3:40].C(=O)([O-])O.[Na+].CN(C)C=O. The catalyst is [Br-].C([N+](CCCC)(CCCC)CCCC)CCC.C([O-])(=O)C.[Pd+2].C([O-])(=O)C.O.ClCCl. The product is [C:1]([O:5][C:6]([N:8]1[CH2:13][CH2:12][N:11]([C:14]([C:16]2[C:17]3[C:25](/[CH:26]=[CH:27]/[C:35]4[CH:44]=[CH:43][CH:42]=[C:37]([CH2:38][N:39]([CH3:41])[CH3:40])[CH:36]=4)=[N:24][N:23]([CH:28]4[CH2:33][CH2:32][CH2:31][CH2:30][O:29]4)[C:18]=3[N:19]=[C:20]([Cl:22])[CH:21]=2)=[O:15])[CH2:10][CH2:9]1)=[O:7])([CH3:2])([CH3:3])[CH3:4]. The yield is 0.290. (7) The reactants are C([C@@H]1NC2C(=CC=CC=2)NC1=O)C1C=CC=CC=1.[C:19]1([C:56]2[CH:61]=[CH:60][CH:59]=[CH:58][CH:57]=2)[CH:24]=[CH:23][C:22]([S:25]([NH:28][C:29]2[CH:55]=[CH:54][C:32]([CH2:33][CH2:34][NH:35][C:36](=[O:53])[CH2:37][S:38][C:39]3[CH:44]=[CH:43][C:42]([NH:45]C(=O)OC(C)(C)C)=[CH:41][CH:40]=3)=[CH:31][CH:30]=2)(=[O:27])=[O:26])=[CH:21][CH:20]=1. No catalyst specified. The product is [NH2:45][C:42]1[CH:43]=[CH:44][C:39]([S:38][CH2:37][C:36]([NH:35][CH2:34][CH2:33][C:32]2[CH:54]=[CH:55][C:29]([NH:28][S:25]([C:22]3[CH:21]=[CH:20][C:19]([C:56]4[CH:57]=[CH:58][CH:59]=[CH:60][CH:61]=4)=[CH:24][CH:23]=3)(=[O:27])=[O:26])=[CH:30][CH:31]=2)=[O:53])=[CH:40][CH:41]=1. The yield is 0.170. (8) The reactants are Cl[C:2]1[NH:3][C:4]([C:12]2[CH:17]=[CH:16][CH:15]=[CH:14][C:13]=2[F:18])=[CH:5][C:6]=1[C:7]([O:9][CH2:10][CH3:11])=[O:8]. The catalyst is C(O)C.[C].[Pd]. The product is [F:18][C:13]1[CH:14]=[CH:15][CH:16]=[CH:17][C:12]=1[C:4]1[NH:3][CH:2]=[C:6]([C:7]([O:9][CH2:10][CH3:11])=[O:8])[CH:5]=1. The yield is 0.180. (9) The reactants are [C:1]1([CH2:7][CH:8]([NH:10][CH2:11][C:12]2[CH:17]=[CH:16][CH:15]=[CH:14][CH:13]=2)[CH3:9])[CH:6]=[CH:5][CH:4]=[CH:3][CH:2]=1.C(O)(=O)[C@@H](C1C=CC=CC=1)O. No catalyst specified. The product is [C:1]1([CH2:7][C@@H:8]([NH:10][CH2:11][C:12]2[CH:13]=[CH:14][CH:15]=[CH:16][CH:17]=2)[CH3:9])[CH:2]=[CH:3][CH:4]=[CH:5][CH:6]=1. The yield is 0.860.